Dataset: Reaction yield outcomes from USPTO patents with 853,638 reactions. Task: Predict the reaction yield, written as a fraction of the theoretical maximum amount of product (1.0 means a 100% yield; for example, 0.34 means a 34% yield). (1) The reactants are CC([O-])(C)C.[K+].[Cl:7][C:8]1[CH:13]=[C:12]([N+]([O-])=O)[CH:11]=[CH:10][N:9]=1.[CH3:17][O:18][CH2:19][CH2:20][OH:21]. No catalyst specified. The product is [Cl:7][C:8]1[CH:13]=[C:12]([O:21][CH2:20][CH2:19][O:18][CH3:17])[CH:11]=[CH:10][N:9]=1. The yield is 0.880. (2) The reactants are [Br:1][C:2]1[CH:3]=[C:4]([C:12]([O:14][CH2:15][CH3:16])=[O:13])[C:5]2[C:10]([CH3:11])=[N:9][NH:8][C:6]=2[N:7]=1.C([O-])([O-])=O.[K+].[K+].Br[CH:24]([CH3:26])[CH3:25]. The catalyst is C(#N)C. The product is [Br:1][C:2]1[CH:3]=[C:4]([C:12]([O:14][CH2:15][CH3:16])=[O:13])[C:5]2[C:10]([CH3:11])=[N:9][N:8]([CH:24]([CH3:26])[CH3:25])[C:6]=2[N:7]=1. The yield is 0.535.